Dataset: Reaction yield outcomes from USPTO patents with 853,638 reactions. Task: Predict the reaction yield, written as a fraction of the theoretical maximum amount of product (1.0 means a 100% yield; for example, 0.34 means a 34% yield). (1) The yield is 0.920. The reactants are Cl.[C:2]1([CH3:10])[CH:7]=CC=C[C:3]=1[NH:8][NH2:9].[CH3:11][C:12]([CH3:19])([CH3:18])[C:13](=O)[CH2:14][C:15]#[N:16].[C:20]1(C)[CH:25]=CC=C[CH:21]=1. The product is [NH2:16][C:15]1[C:3]([N:8]2[CH:25]=[CH:20][CH:21]=[N:9]2)=[C:2]([CH3:10])[CH:7]=[C:13]([C:12]([CH3:19])([CH3:18])[CH3:11])[CH:14]=1. No catalyst specified. (2) The reactants are O[CH2:2][CH:3]1[CH2:8][CH2:7][CH2:6][N:5]([CH3:9])[CH2:4]1.N1C=CC=CC=1.[Br:16]P(Br)(C1C=CC=CC=1)(C1C=CC=CC=1)C1C=CC=CC=1. The catalyst is C(#N)C. The product is [Br:16][CH2:2][CH:3]1[CH2:8][CH2:7][CH2:6][N:5]([CH3:9])[CH2:4]1. The yield is 1.00. (3) The reactants are [CH3:1]OC(OC)(C)C.[CH2:8]([O:10][C:11]([C:13]1[C:23]([CH2:24][CH2:25][C:26](=[O:34])[C:27]2[CH:32]=[CH:31][CH:30]=[CH:29][C:28]=2[CH3:33])=[C:22]([OH:35])[C:16]2[N:17]=[C:18]([CH3:21])[N:19]([CH3:20])[C:15]=2[CH:14]=1)=[O:12])[CH3:9].CS(O)(=O)=O.C(=O)([O-])O.[Na+]. The catalyst is ClCCl. The product is [CH2:8]([O:10][C:11]([C:13]1[C:23]2[CH2:24][CH2:25][C:26]([O:34][CH3:1])([C:27]3[CH:32]=[CH:31][CH:30]=[CH:29][C:28]=3[CH3:33])[O:35][C:22]=2[C:16]2[N:17]=[C:18]([CH3:21])[N:19]([CH3:20])[C:15]=2[CH:14]=1)=[O:12])[CH3:9]. The yield is 0.960. (4) The reactants are [Br:1][C:2]1[CH:7]=[CH:6][C:5]([NH:8][C:9]2[C:10]([C:24]([OH:26])=O)=[CH:11][C:12]3[N:16]([CH2:17][CH2:18][CH2:19][CH:20]=[CH2:21])[CH:15]=[N:14][C:13]=3[C:22]=2[F:23])=[C:4]([CH3:27])[CH:3]=1.CCN(C(C)C)C(C)C.C1CN([P+](ON2N=NC3C=[CH:58][CH:59]=[CH:60][C:55]2=3)(N2CCCC2)N2CCCC2)CC1.F[P-](F)(F)(F)(F)F.Cl.C1([N:74](C)[OH:75])CC1. The catalyst is C1COCC1.C(Cl)Cl.C(OCC)(=O)C. The product is [CH:59]1([CH2:58][O:75][NH:74][C:24]([C:10]2[C:9]([NH:8][C:5]3[CH:6]=[CH:7][C:2]([Br:1])=[CH:3][C:4]=3[CH3:27])=[C:22]([F:23])[C:13]3[N:14]=[CH:15][N:16]([CH2:17][CH2:18][CH2:19][CH:20]=[CH2:21])[C:12]=3[CH:11]=2)=[O:26])[CH2:60][CH2:55]1. The yield is 0.700.